Dataset: Forward reaction prediction with 1.9M reactions from USPTO patents (1976-2016). Task: Predict the product of the given reaction. (1) Given the reactants [CH3:1][O:2][C:3]1[C:4](=[O:37])[C:5]([CH3:36])=[C:6]([CH2:12][C:13]2[CH:14]=[CH:15][C:16]([O:32]C(=O)C)=[C:17]([CH:31]=2)[C:18]([NH:20][C:21]2[CH:26]=[CH:25][C:24]([C:27]([F:30])([F:29])[F:28])=[CH:23][CH:22]=2)=[O:19])[C:7](=[O:11])[C:8]=1[O:9][CH3:10].C(=O)([O-])O.[Na+], predict the reaction product. The product is: [CH3:1][O:2][C:3]1[C:4](=[O:37])[C:5]([CH3:36])=[C:6]([CH2:12][C:13]2[CH:14]=[CH:15][C:16]([OH:32])=[C:17]([CH:31]=2)[C:18]([NH:20][C:21]2[CH:26]=[CH:25][C:24]([C:27]([F:28])([F:30])[F:29])=[CH:23][CH:22]=2)=[O:19])[C:7](=[O:11])[C:8]=1[O:9][CH3:10]. (2) Given the reactants C(OC(=O)[NH:7][C@H:8]([CH2:13][N:14]([C:26]1[CH:31]=[CH:30][C:29]([C:32]2[CH:37]=[CH:36][C:35]([O:38][CH:39]([CH3:41])[CH3:40])=[CH:34][CH:33]=2)=[CH:28][CH:27]=1)[C:15]([CH:17]1[CH2:19][CH:18]1[C:20]1[CH:25]=[CH:24][CH:23]=[CH:22][N:21]=1)=[O:16])[C@@H:9]([CH3:12])[CH2:10][CH3:11])(C)(C)C.ClCCl.Cl, predict the reaction product. The product is: [NH2:7][C@@H:8]([C@@H:9]([CH3:12])[CH2:10][CH3:11])[CH2:13][N:14]([C:26]1[CH:31]=[CH:30][C:29]([C:32]2[CH:33]=[CH:34][C:35]([O:38][CH:39]([CH3:40])[CH3:41])=[CH:36][CH:37]=2)=[CH:28][CH:27]=1)[C:15]([C@@H:17]1[CH2:19][C@H:18]1[C:20]1[CH:25]=[CH:24][CH:23]=[CH:22][N:21]=1)=[O:16]. (3) Given the reactants Br[CH2:2][CH:3]=[CH:4][CH2:5]Br.[C:7]([O-:10])(=[O:9])[CH3:8].[Na+], predict the reaction product. The product is: [C:7]([O:10][CH2:2][CH:3]=[CH:4][CH2:5][O:10][C:7](=[O:9])[CH3:8])(=[O:9])[CH3:8]. (4) Given the reactants [N:1]1([C:7]2[N:8]=[C:9]3[NH:17][C@H:16]([C:18]([F:21])([F:20])[F:19])[CH2:15][CH2:14][N:10]3[C:11](=[O:13])[CH:12]=2)[CH2:6][CH2:5][O:4][CH2:3][CH2:2]1.[H-].[Na+].[F:24][C:25]1[CH:33]=[CH:32][CH:31]=[CH:30][C:26]=1[C:27](Cl)=[O:28], predict the reaction product. The product is: [F:24][C:25]1[CH:33]=[CH:32][CH:31]=[CH:30][C:26]=1[C:27]([N:17]1[C:9]2=[N:8][C:7]([N:1]3[CH2:6][CH2:5][O:4][CH2:3][CH2:2]3)=[CH:12][C:11](=[O:13])[N:10]2[CH2:14][CH2:15][C@H:16]1[C:18]([F:20])([F:21])[F:19])=[O:28]. (5) Given the reactants C1C=CC2N(O)N=NC=2C=1.[O:11]=[C:12]([N:17]1[CH2:22][CH2:21][N:20]([C:23](=[O:34])[C:24]2[CH:29]=[CH:28][CH:27]=[CH:26][C:25]=2[C:30]([F:33])([F:32])[F:31])[CH2:19][CH2:18]1)[CH2:13][C:14]([OH:16])=O.CCN=C=NCCCN(C)C.Cl.[C:47]1([C:53]2[CH:54]=[CH:55][C:56]([NH2:59])=[N:57][CH:58]=2)[CH:52]=[CH:51][CH:50]=[CH:49][CH:48]=1, predict the reaction product. The product is: [O:11]=[C:12]([N:17]1[CH2:18][CH2:19][N:20]([C:23](=[O:34])[C:24]2[CH:29]=[CH:28][CH:27]=[CH:26][C:25]=2[C:30]([F:33])([F:32])[F:31])[CH2:21][CH2:22]1)[CH2:13][C:14]([NH:59][C:56]1[CH:55]=[CH:54][C:53]([C:47]2[CH:52]=[CH:51][CH:50]=[CH:49][CH:48]=2)=[CH:58][N:57]=1)=[O:16]. (6) Given the reactants [NH2:1][C:2]1[CH:3]=[C:4]([CH:33]=[CH:34][CH:35]=1)[O:5][C:6]1[N:7]=[C:8]([NH:17][C:18]2[CH:23]=[CH:22][C:21]([N:24]3[CH2:29][CH2:28][N:27]([CH3:30])[C@H:26]([CH2:31][OH:32])[CH2:25]3)=[CH:20][CH:19]=2)[C:9]([C:14]([NH2:16])=[O:15])=[N:10][C:11]=1[CH2:12][CH3:13].C(N([CH:42]([CH3:44])[CH3:43])CC)(C)C.ClCCl.[C:48](Cl)(=[O:51])[CH:49]=[CH2:50].[OH2:53], predict the reaction product. The product is: [C:48]([O:32][CH2:31][C@@H:26]1[CH2:25][N:24]([C:21]2[CH:20]=[CH:19][C:18]([NH:17][C:8]3[C:9]([C:14](=[O:15])[NH2:16])=[N:10][C:11]([CH2:12][CH3:13])=[C:6]([O:5][C:4]4[CH:33]=[CH:34][CH:35]=[C:2]([NH:1][C:44](=[O:53])[CH:42]=[CH2:43])[CH:3]=4)[N:7]=3)=[CH:23][CH:22]=2)[CH2:29][CH2:28][N:27]1[CH3:30])(=[O:51])[CH:49]=[CH2:50]. (7) Given the reactants C([Sn]([C:14]#[N:15])(CCCC)CCCC)CCC.[N:16]1[CH:21]=[CH:20][CH:19]=[C:18]([N:22]2[C:26]([C:27]3[CH:32]=[CH:31][C:30](OS(C(F)(F)F)(=O)=O)=[CH:29][N:28]=3)=[CH:25][C:24]([C:41]([O:43][CH2:44][CH3:45])=[O:42])=[N:23]2)[CH:17]=1.C(=O)(O)[O-].[Na+], predict the reaction product. The product is: [C:14]([C:30]1[CH:31]=[CH:32][C:27]([C:26]2[N:22]([C:18]3[CH:17]=[N:16][CH:21]=[CH:20][CH:19]=3)[N:23]=[C:24]([C:41]([O:43][CH2:44][CH3:45])=[O:42])[CH:25]=2)=[N:28][CH:29]=1)#[N:15].